The task is: Predict the reaction yield, written as a fraction of the theoretical maximum amount of product (1.0 means a 100% yield; for example, 0.34 means a 34% yield).. This data is from Reaction yield outcomes from USPTO patents with 853,638 reactions. (1) The reactants are Br[C:2]1[C:10]2[O:9][CH2:8][CH2:7][C:6]=2[CH:5]=[C:4]([CH:11]=[O:12])[CH:3]=1.[Cu][C:14]#[N:15]. The catalyst is CC(N(C)C)=O. The product is [CH:11]([C:4]1[CH:3]=[C:2]([C:14]#[N:15])[C:10]2[O:9][CH2:8][CH2:7][C:6]=2[CH:5]=1)=[O:12]. The yield is 0.500. (2) The reactants are [F:1][C:2]1[CH:7]=[CH:6][C:5]([C:8]2[S:12][C:11]([CH3:13])=[N:10][C:9]=2[C:14]([OH:16])=O)=[CH:4][CH:3]=1.CN(C(ON1N=NC2C=CC=NC1=2)=[N+](C)C)C.F[P-](F)(F)(F)(F)F.C(N(CC)C(C)C)(C)C.[F:50][C:51]1[C:59]2[N:58]=[C:57]([CH2:60][CH:61]3[CH2:66][CH2:65][CH2:64][CH2:63][NH:62]3)[NH:56][C:55]=2[CH:54]=[CH:53][C:52]=1[F:67]. The catalyst is CN(C=O)C. The product is [F:50][C:51]1[C:59]2[N:58]=[C:57]([CH2:60][CH:61]3[CH2:66][CH2:65][CH2:64][CH2:63][N:62]3[C:14]([C:9]3[N:10]=[C:11]([CH3:13])[S:12][C:8]=3[C:5]3[CH:4]=[CH:3][C:2]([F:1])=[CH:7][CH:6]=3)=[O:16])[NH:56][C:55]=2[CH:54]=[CH:53][C:52]=1[F:67]. The yield is 0.850. (3) The reactants are [Br:1][CH2:2][CH2:3][CH2:4][CH:5]1[CH2:10][C:9]2[CH:11]=[C:12]([F:15])[CH:13]=[CH:14][C:8]=2[N:7]([C:16]2[CH:21]=[CH:20][CH:19]=[CH:18][C:17]=2[F:22])[S:6]1(=[O:24])=[O:23].[CH3:25][NH2:26]. The catalyst is C(O)C. The product is [BrH:1].[F:15][C:12]1[CH:13]=[CH:14][C:8]2[N:7]([C:16]3[CH:21]=[CH:20][CH:19]=[CH:18][C:17]=3[F:22])[S:6](=[O:24])(=[O:23])[CH:5]([CH2:4][CH2:3][CH2:2][NH:26][CH3:25])[CH2:10][C:9]=2[CH:11]=1. The yield is 1.00. (4) The reactants are Br[C:2]1[CH:20]=[CH:19][C:5]([CH2:6][N:7]2[CH:11]=[C:10]([C:12]3[C:13]([NH2:18])=[N:14][CH:15]=[CH:16][CH:17]=3)[CH:9]=[N:8]2)=[CH:4][CH:3]=1.O1[CH2:26][CH2:25][O:24][CH2:23]C1.C(=O)([O-])[O-].[Cs+].[Cs+].[C:33]1(P(C2C=CC=CC=2)C2C=CC3C(=CC=CC=3)C=2C2C3C(=CC=CC=3)C=CC=2P(C2C=CC=CC=2)C2C=CC=CC=2)C=CC=C[CH:34]=1. The catalyst is C([O-])(=O)C.[Pd+2].C([O-])(=O)C.C(OCC)(=O)C.O. The product is [CH:25]1([O:24][CH2:23][C:2]2[CH:20]=[CH:19][C:5]([CH2:6][N:7]3[CH:11]=[C:10]([C:12]4[C:13]([NH2:18])=[N:14][CH:15]=[CH:16][CH:17]=4)[CH:9]=[N:8]3)=[CH:4][CH:3]=2)[CH2:26][CH2:34][CH2:33]1. The yield is 0.160. (5) The yield is 0.906. The catalyst is O. The product is [OH:62][N:48]1[C:49]([O:53][CH2:54][CH2:55][CH2:56][CH2:57][CH2:58][CH2:59][CH2:60][CH3:61])=[CH:50][CH:51]=[CH:52][C:47]1=[O:46]. The reactants are ClC1C=CC=C(Cl)[N+]=1[O-].[OH-].[Na+].C(O)CCCCCCC.ClC1C=CC=C(OCCCCCCCC)[N+]=1[O-].C([O:46][C:47]1[CH:52]=[CH:51][CH:50]=[C:49]([O:53][CH2:54][CH2:55][CH2:56][CH2:57][CH2:58][CH2:59][CH2:60][CH3:61])[N+:48]=1[O-:62])CCCCCCC. (6) The yield is 0.810. The reactants are [C:1]([NH:8][CH2:9][CH2:10][C:11](O)=O)([O:3][C:4]([CH3:7])([CH3:6])[CH3:5])=[O:2].Cl.[CH3:15][NH2:16].CCN=C=NCCCN(C)C.CN(C=[O:32])C. The catalyst is CN(C1C=CN=CC=1)C. The product is [CH3:11][CH:10]([CH2:9][NH:8][C:1]([O:3][C:4]([CH3:5])([CH3:7])[CH3:6])=[O:2])[C:15]([NH2:16])=[O:32]. (7) The yield is 1.00. The reactants are [CH3:1][O:2][C:3]1[CH:10]=[CH:9][CH:8]=[CH:7][C:4]=1[CH2:5]O.[Cl:11]C(Cl)(OC(=O)OC(Cl)(Cl)Cl)Cl.N1C=CC=CC=1. The catalyst is O1CCCC1. The product is [CH3:1][O:2][C:3]1[CH:10]=[CH:9][CH:8]=[CH:7][C:4]=1[CH2:5][Cl:11].